Dataset: Full USPTO retrosynthesis dataset with 1.9M reactions from patents (1976-2016). Task: Predict the reactants needed to synthesize the given product. (1) Given the product [Cl:42][C:43]1[N:48]=[C:47]([C:7]2[N:11]3[CH:12]=[CH:13][C:14]([C:17]([O:20][Si:21]([CH2:26][CH3:27])([CH2:22][CH3:23])[CH2:24][CH3:25])([CH3:18])[CH3:19])=[C:15]([F:16])[C:10]3=[N:9][CH:8]=2)[CH:46]=[CH:45][N:44]=1, predict the reactants needed to synthesize it. The reactants are: C([Mg]Cl)(C)C.Br[C:7]1[N:11]2[CH:12]=[CH:13][C:14]([C:17]([O:20][Si:21]([CH2:26][CH3:27])([CH2:24][CH3:25])[CH2:22][CH3:23])([CH3:19])[CH3:18])=[C:15]([F:16])[C:10]2=[N:9][CH:8]=1.C([Sn](Cl)(CCCC)CCCC)CCC.[Cl:42][C:43]1[N:48]=[C:47](Cl)[CH:46]=[CH:45][N:44]=1. (2) Given the product [CH3:14][O:13][C:10]1[CH:11]=[CH:12][C:7]([C:5]2[NH:4][N:3]=[C:2]([NH:1][C:30]([C:27]3[CH:26]=[CH:25][C:24]([C:15]4[CH:16]=[CH:17][C:18]([C:21]([NH:1][C:2]5[CH:6]=[C:5]([C:7]6[CH:12]=[CH:11][C:10]([O:13][CH3:14])=[CH:9][CH:8]=6)[NH:4][N:3]=5)=[O:23])=[CH:19][CH:20]=4)=[CH:29][CH:28]=3)=[O:32])[CH:6]=2)=[CH:8][CH:9]=1, predict the reactants needed to synthesize it. The reactants are: [NH2:1][C:2]1[CH:6]=[C:5]([C:7]2[CH:12]=[CH:11][C:10]([O:13][CH3:14])=[CH:9][CH:8]=2)[NH:4][N:3]=1.[C:15]1([C:24]2[CH:29]=[CH:28][C:27]([C:30]([OH:32])=O)=[CH:26][CH:25]=2)[CH:20]=[CH:19][C:18]([C:21]([OH:23])=O)=[CH:17][CH:16]=1. (3) Given the product [Cl:1][C:2]1[C:3]([C:10]([OH:12])=[O:11])=[N:4][C:5]([Cl:9])=[CH:6][C:7]=1[Cl:8], predict the reactants needed to synthesize it. The reactants are: [Cl:1][C:2]1[C:3]([C:10]([O:12]C)=[O:11])=[N:4][C:5]([Cl:9])=[CH:6][C:7]=1[Cl:8].[OH-].[Na+]. (4) Given the product [CH2:1]([NH:4][C:5]([C:7]1[NH:8][C:9]2[C:14]([C:15]=1[C:16]1[CH:21]=[CH:20][CH:19]=[CH:18][CH:17]=1)=[CH:13][C:12]([NH:22][S:33]([C:30]1[CH:31]=[CH:32][C:27]([C:23]([CH3:26])([CH3:25])[CH3:24])=[CH:28][CH:29]=1)(=[O:35])=[O:34])=[CH:11][CH:10]=2)=[O:6])[CH2:2][CH3:3], predict the reactants needed to synthesize it. The reactants are: [CH2:1]([NH:4][C:5]([C:7]1[NH:8][C:9]2[C:14]([C:15]=1[C:16]1[CH:21]=[CH:20][CH:19]=[CH:18][CH:17]=1)=[CH:13][C:12]([NH2:22])=[CH:11][CH:10]=2)=[O:6])[CH2:2][CH3:3].[C:23]([C:27]1[CH:32]=[CH:31][C:30]([S:33](Cl)(=[O:35])=[O:34])=[CH:29][CH:28]=1)([CH3:26])([CH3:25])[CH3:24].